From a dataset of NCI-60 drug combinations with 297,098 pairs across 59 cell lines. Regression. Given two drug SMILES strings and cell line genomic features, predict the synergy score measuring deviation from expected non-interaction effect. (1) Drug 1: CC1=C2C(C(=O)C3(C(CC4C(C3C(C(C2(C)C)(CC1OC(=O)C(C(C5=CC=CC=C5)NC(=O)OC(C)(C)C)O)O)OC(=O)C6=CC=CC=C6)(CO4)OC(=O)C)O)C)O. Drug 2: CN(CC1=CN=C2C(=N1)C(=NC(=N2)N)N)C3=CC=C(C=C3)C(=O)NC(CCC(=O)O)C(=O)O. Cell line: MCF7. Synergy scores: CSS=18.4, Synergy_ZIP=0.329, Synergy_Bliss=3.45, Synergy_Loewe=-5.67, Synergy_HSA=-0.0166. (2) Drug 1: CN1CCC(CC1)COC2=C(C=C3C(=C2)N=CN=C3NC4=C(C=C(C=C4)Br)F)OC. Drug 2: CC1C(C(CC(O1)OC2CC(CC3=C2C(=C4C(=C3O)C(=O)C5=C(C4=O)C(=CC=C5)OC)O)(C(=O)CO)O)N)O.Cl. Cell line: NCI-H322M. Synergy scores: CSS=52.6, Synergy_ZIP=-2.75, Synergy_Bliss=-3.40, Synergy_Loewe=-1.49, Synergy_HSA=-0.179. (3) Drug 1: C1=NC(=NC(=O)N1C2C(C(C(O2)CO)O)O)N. Drug 2: CC12CCC3C(C1CCC2O)C(CC4=C3C=CC(=C4)O)CCCCCCCCCS(=O)CCCC(C(F)(F)F)(F)F. Cell line: T-47D. Synergy scores: CSS=6.22, Synergy_ZIP=-0.713, Synergy_Bliss=0.588, Synergy_Loewe=-2.87, Synergy_HSA=0.387. (4) Drug 1: CN1C2=C(C=C(C=C2)N(CCCl)CCCl)N=C1CCCC(=O)O.Cl. Drug 2: C#CCC(CC1=CN=C2C(=N1)C(=NC(=N2)N)N)C3=CC=C(C=C3)C(=O)NC(CCC(=O)O)C(=O)O. Cell line: NCI/ADR-RES. Synergy scores: CSS=-4.99, Synergy_ZIP=0.174, Synergy_Bliss=-6.78, Synergy_Loewe=-5.74, Synergy_HSA=-10.0. (5) Drug 1: C1=CC(=CC=C1CCC2=CNC3=C2C(=O)NC(=N3)N)C(=O)NC(CCC(=O)O)C(=O)O. Drug 2: CCCCCOC(=O)NC1=NC(=O)N(C=C1F)C2C(C(C(O2)C)O)O. Cell line: UACC-257. Synergy scores: CSS=11.8, Synergy_ZIP=-2.75, Synergy_Bliss=4.31, Synergy_Loewe=-3.78, Synergy_HSA=4.54. (6) Drug 1: CNC(=O)C1=CC=CC=C1SC2=CC3=C(C=C2)C(=NN3)C=CC4=CC=CC=N4. Drug 2: CC1=C(C(=O)C2=C(C1=O)N3CC4C(C3(C2COC(=O)N)OC)N4)N. Cell line: UO-31. Synergy scores: CSS=6.79, Synergy_ZIP=-3.28, Synergy_Bliss=2.10, Synergy_Loewe=-6.07, Synergy_HSA=2.04. (7) Drug 1: C(CN)CNCCSP(=O)(O)O. Drug 2: B(C(CC(C)C)NC(=O)C(CC1=CC=CC=C1)NC(=O)C2=NC=CN=C2)(O)O. Cell line: A549. Synergy scores: CSS=27.5, Synergy_ZIP=4.05, Synergy_Bliss=2.36, Synergy_Loewe=-56.9, Synergy_HSA=-0.894. (8) Drug 1: C1=C(C(=O)NC(=O)N1)F. Drug 2: CCC1(C2=C(COC1=O)C(=O)N3CC4=CC5=C(C=CC(=C5CN(C)C)O)N=C4C3=C2)O.Cl. Cell line: SF-268. Synergy scores: CSS=30.7, Synergy_ZIP=2.24, Synergy_Bliss=2.44, Synergy_Loewe=2.39, Synergy_HSA=4.65.